Dataset: Catalyst prediction with 721,799 reactions and 888 catalyst types from USPTO. Task: Predict which catalyst facilitates the given reaction. (1) Reactant: BrBr.[Br-:3].[Al+3].[Br-:5].[Br-].[CH:7]12[CH2:16][CH:11]3[CH2:12][CH:13]([CH2:15][CH:9]([CH2:10]3)[CH:8]1[NH:17][C:18](=[O:20])[CH3:19])[CH2:14]2.S(=O)(O)[O-].[Na+]. Product: [Br:3][C:11]12[CH2:16][CH:7]3[CH2:14][C:13]([Br:5])([CH2:15][CH:9]([CH:8]3[NH:17][C:18](=[O:20])[CH3:19])[CH2:10]1)[CH2:12]2. The catalyst class is: 2. (2) Reactant: [CH3:1][O:2][C:3]1[CH:4]=[C:5]([CH:24]=[CH:25][CH:26]=1)[CH2:6][O:7][C:8]1[CH:13]=[CH:12][CH:11]=[C:10]([O:14]CC2C=CC(OC)=CC=2)[N:9]=1.FC(F)(F)C(O)=O.C(=O)([O-])O.[Na+].C(Cl)(Cl)Cl. Product: [CH3:1][O:2][C:3]1[CH:4]=[C:5]([CH:24]=[CH:25][CH:26]=1)[CH2:6][O:7][C:8]1[NH:9][C:10](=[O:14])[CH:11]=[CH:12][CH:13]=1. The catalyst class is: 2.